This data is from Reaction yield outcomes from USPTO patents with 853,638 reactions. The task is: Predict the reaction yield, written as a fraction of the theoretical maximum amount of product (1.0 means a 100% yield; for example, 0.34 means a 34% yield). (1) The product is [C:45]([C:40]1[CH:41]=[C:42]2[C:37](=[C:38]([F:49])[CH:39]=1)[C:36](=[O:50])[N:35]([C:7]1[C:6]([CH2:5][OH:4])=[C:11]([C:12]3[CH:17]=[C:16]([NH:18][C:19]4[CH:24]=[CH:23][C:22]([C:25]([N:27]5[CH2:28][CH2:29][O:30][CH2:31][CH2:32]5)=[O:26])=[CH:21][N:20]=4)[C:15](=[O:33])[N:14]([CH3:34])[N:13]=3)[CH:10]=[CH:9][N:8]=1)[N:44]=[CH:43]2)([CH3:48])([CH3:46])[CH3:47]. The reactants are C([O:4][CH2:5][C:6]1[C:7]([N:35]2[N:44]=[CH:43][C:42]3[C:37](=[C:38]([F:49])[CH:39]=[C:40]([C:45]([CH3:48])([CH3:47])[CH3:46])[CH:41]=3)[C:36]2=[O:50])=[N:8][CH:9]=[CH:10][C:11]=1[C:12]1[CH:17]=[C:16]([NH:18][C:19]2[CH:24]=[CH:23][C:22]([C:25]([N:27]3[CH2:32][CH2:31][O:30][CH2:29][CH2:28]3)=[O:26])=[CH:21][N:20]=2)[C:15](=[O:33])[N:14]([CH3:34])[N:13]=1)(=O)C.[OH-].[Li+]. The yield is 0.800. The catalyst is C1COCC1.C(O)(C)C.O. (2) The reactants are [Br:1][C:2]1[CH:3]=[C:4]([CH:8]=[C:9](O)[C:10]=1[F:11])[C:5]([OH:7])=[O:6].[C:13]([O-])([O-])=O.[K+].[K+].IC.O.CN([CH:25]=[O:26])C. No catalyst specified. The product is [Br:1][C:2]1[CH:3]=[C:4]([CH:8]=[C:9]([O:26][CH3:25])[C:10]=1[F:11])[C:5]([O:7][CH3:13])=[O:6]. The yield is 0.383. (3) The reactants are [OH:1][C:2]1[CH:3]=[C:4]2[C:17](=[CH:18][CH:19]=1)[C:16]1[C:7](=[C:8]3[C:13](=[CH:14][CH:15]=1)[NH:12][C:11]([CH3:21])([CH3:20])[CH:10]=[C:9]3[CH3:22])[C:6](=[O:23])[O:5]2.C(=O)([O-])[O-].[K+].[K+].[C:30]([O:33][CH2:34]C)(=O)C.C(OCC)C. The catalyst is CN(C)C=O. The product is [CH3:30][O:33][CH2:34][O:1][C:2]1[CH:3]=[C:4]2[C:17](=[CH:18][CH:19]=1)[C:16]1[C:7](=[C:8]3[C:13](=[CH:14][CH:15]=1)[NH:12][C:11]([CH3:20])([CH3:21])[CH:10]=[C:9]3[CH3:22])[C:6](=[O:23])[O:5]2. The yield is 0.660. (4) The reactants are C=O.[CH3:3][O:4][C:5]1[CH:14]=[C:13]2[C:8]([N:9]=[CH:10][C:11]([O:15][CH2:16][CH2:17][N:18]3[CH2:23][CH2:22][CH:21]([NH:24][CH2:25][C:26]4[CH:27]=[CH:28][C:29]5[S:34][CH2:33][C:32](=[O:35])[NH:31][C:30]=5[CH:36]=4)[CH2:20][CH2:19]3)=[N:12]2)=[CH:7][CH:6]=1.[C:37](O)(=O)C.C([BH3-])#N.[Na+]. The catalyst is ClCCCl.CO. The product is [CH3:3][O:4][C:5]1[CH:14]=[C:13]2[C:8]([N:9]=[CH:10][C:11]([O:15][CH2:16][CH2:17][N:18]3[CH2:23][CH2:22][CH:21]([N:24]([CH2:25][C:26]4[CH:27]=[CH:28][C:29]5[S:34][CH2:33][C:32](=[O:35])[NH:31][C:30]=5[CH:36]=4)[CH3:37])[CH2:20][CH2:19]3)=[N:12]2)=[CH:7][CH:6]=1. The yield is 0.210. (5) The reactants are CO[C:3]([C:5]1[N:6]=[C:7]([C:23]#[N:24])[C:8]2[C:13]([C:14]=1[OH:15])=[CH:12][CH:11]=[C:10]([O:16][C:17]1[CH:22]=[CH:21][CH:20]=[CH:19][CH:18]=1)[CH:9]=2)=[O:4].[NH2:25][C@H:26]([C:31]1[CH:36]=[CH:35][CH:34]=[CH:33][C:32]=1[F:37])[CH2:27][C:28]([OH:30])=[O:29].C[O-].[Na+].Cl. The catalyst is O.CN(C)C(=O)C. The product is [C:23]([C:7]1[C:8]2[C:13](=[CH:12][CH:11]=[C:10]([O:16][C:17]3[CH:22]=[CH:21][CH:20]=[CH:19][CH:18]=3)[CH:9]=2)[C:14]([OH:15])=[C:5]([C:3]([NH:25][C@H:26]([C:31]2[CH:36]=[CH:35][CH:34]=[CH:33][C:32]=2[F:37])[CH2:27][C:28]([OH:30])=[O:29])=[O:4])[N:6]=1)#[N:24]. The yield is 0.910. (6) The reactants are [C:1]([O:4][C:5](=[O:7])[CH3:6])(=O)[CH3:2].N1C=CC=CC=1.[CH2:14](O)[CH2:15][CH2:16][CH2:17][CH2:18][CH2:19][CH2:20][CH2:21]/[CH:22]=[CH:23]\CC. The catalyst is C(Cl)Cl.C(OCC)C. The product is [C:5]([O:4][CH2:1][CH2:2][CH2:23][CH2:22][CH2:21][CH2:20][CH2:19][CH2:18]/[CH:17]=[CH:16]\[CH2:15][CH3:14])(=[O:7])[CH3:6]. The yield is 0.870. (7) The reactants are [O:1]1[CH2:6][CH2:5][CH:4]([C@@H:7]([OH:10])[CH2:8][OH:9])[CH2:3][CH2:2]1.N1C(C)=CC=CC=1C.[Si:19](Cl)([C:22]([CH3:25])([CH3:24])[CH3:23])([CH3:21])[CH3:20].[NH4+].[Cl-]. The catalyst is C(Cl)Cl. The product is [Si:19]([O:9][CH2:8][C@@H:7]([CH:4]1[CH2:5][CH2:6][O:1][CH2:2][CH2:3]1)[OH:10])([C:22]([CH3:25])([CH3:24])[CH3:23])([CH3:21])[CH3:20]. The yield is 0.200. (8) The reactants are [CH3:1][O:2][C:3](=[O:23])[C:4]1[CH:9]=[C:8]([C:10](=[O:14])[CH2:11][CH2:12][CH3:13])[C:7]([C:15]([F:18])([F:17])[F:16])=[CH:6][C:5]=1[NH:19]C(=O)C.O.OS(O)(=O)=O. The catalyst is CO.CCOC(C)=O. The product is [CH3:1][O:2][C:3](=[O:23])[C:4]1[CH:9]=[C:8]([C:10](=[O:14])[CH2:11][CH2:12][CH3:13])[C:7]([C:15]([F:17])([F:18])[F:16])=[CH:6][C:5]=1[NH2:19]. The yield is 0.820. (9) The reactants are [Cl:1][C:2]1[CH:3]=[C:4]([CH:6]=[CH:7][C:8]=1[O:9][C:10]1[C:19]2[C:14](=[CH:15][C:16]([O:22][CH3:23])=[C:17]([O:20][CH3:21])[CH:18]=2)[N:13]=[CH:12][CH:11]=1)[NH2:5].C(O)C.[CH3:27][C:28]1[CH:29]=[C:30]([C:34]([N:36]=[C:37]=[S:38])=[O:35])[CH:31]=[CH:32][CH:33]=1. The catalyst is C1(C)C=CC=CC=1. The product is [Cl:1][C:2]1[CH:3]=[C:4]([NH:5][C:37]([NH:36][C:34](=[O:35])[C:30]2[CH:31]=[CH:32][CH:33]=[C:28]([CH3:27])[CH:29]=2)=[S:38])[CH:6]=[CH:7][C:8]=1[O:9][C:10]1[C:19]2[C:14](=[CH:15][C:16]([O:22][CH3:23])=[C:17]([O:20][CH3:21])[CH:18]=2)[N:13]=[CH:12][CH:11]=1. The yield is 0.920. (10) The reactants are [CH2:1]([NH:8][C:9]([N:11]1[CH:16]2[C@H:17]([CH3:41])[N:18]([CH2:30][C:31]3[CH:32]=[CH:33][CH:34]=[C:35]4[C:40]=3[N:39]=[CH:38][CH:37]=[CH:36]4)[C:19](=[O:29])[C@H:20]([CH2:21][C:22]3[CH:27]=[CH:26][C:25]([OH:28])=[CH:24][CH:23]=3)[N:15]2[C:14](=[O:42])[CH2:13][N:12]1[CH3:43])=[O:10])[C:2]1[CH:7]=[CH:6][CH:5]=[CH:4][CH:3]=1.Cl[C:45]([O:47][CH2:48][CH3:49])=[O:46].C(N(CC)CC)C. The catalyst is C1COCC1.C(OCC)(=O)C. The product is [C:45](=[O:46])([O:47][CH2:48][CH3:49])[O:28][C:25]1[CH:24]=[CH:23][C:22]([CH2:21][C@@H:20]2[N:15]3[CH:16]([N:11]([C:9](=[O:10])[NH:8][CH2:1][C:2]4[CH:3]=[CH:4][CH:5]=[CH:6][CH:7]=4)[N:12]([CH3:43])[CH2:13][C:14]3=[O:42])[C@H:17]([CH3:41])[N:18]([CH2:30][C:31]3[CH:32]=[CH:33][CH:34]=[C:35]4[C:40]=3[N:39]=[CH:38][CH:37]=[CH:36]4)[C:19]2=[O:29])=[CH:27][CH:26]=1. The yield is 0.820.